Dataset: Reaction yield outcomes from USPTO patents with 853,638 reactions. Task: Predict the reaction yield, written as a fraction of the theoretical maximum amount of product (1.0 means a 100% yield; for example, 0.34 means a 34% yield). (1) The reactants are [NH2:1][C@@H:2]([CH2:7][C:8]1[CH:13]=[CH:12][C:11]([O:14][P:15]([OH:18])([OH:17])=[O:16])=[C:10]([OH:19])[CH:9]=1)[C:3]([O:5]C)=[O:4].[OH-].[Na+]. The catalyst is O. The product is [NH2:1][C@@H:2]([CH2:7][C:8]1[CH:13]=[CH:12][C:11]([O:14][P:15]([OH:18])([OH:17])=[O:16])=[C:10]([OH:19])[CH:9]=1)[C:3]([OH:5])=[O:4]. The yield is 0.870. (2) The reactants are [N:1]1([C:7]2[CH:12]=[CH:11][C:10]([NH:13][C:14]([C:16]3[CH:25]=[C:24]([N:26]([CH3:28])[CH3:27])[C:23]4[C:18](=[C:19](Br)[CH:20]=[C:21]([O:29][CH3:30])[CH:22]=4)[N:17]=3)=[O:15])=[CH:9][CH:8]=2)[CH2:6][CH2:5][O:4][CH2:3][CH2:2]1.[CH3:32][N:33]1[CH2:38][CH2:37][NH:36][CH2:35][CH2:34]1.C1C=CC(P(C2C(C3C(P(C4C=CC=CC=4)C4C=CC=CC=4)=CC=C4C=3C=CC=C4)=C3C(C=CC=C3)=CC=2)C2C=CC=CC=2)=CC=1.C(=O)([O-])[O-].[Cs+].[Cs+]. The catalyst is C1(C)C=CC=CC=1. The product is [N:1]1([C:7]2[CH:12]=[CH:11][C:10]([NH:13][C:14]([C:16]3[CH:25]=[C:24]([N:26]([CH3:28])[CH3:27])[C:23]4[C:18](=[C:19]([N:36]5[CH2:37][CH2:38][N:33]([CH3:32])[CH2:34][CH2:35]5)[CH:20]=[C:21]([O:29][CH3:30])[CH:22]=4)[N:17]=3)=[O:15])=[CH:9][CH:8]=2)[CH2:6][CH2:5][O:4][CH2:3][CH2:2]1. The yield is 0.670.